Dataset: Full USPTO retrosynthesis dataset with 1.9M reactions from patents (1976-2016). Task: Predict the reactants needed to synthesize the given product. (1) Given the product [Br:7][C:8]1[CH:13]=[CH:12][C:11]([O:14][CH2:22][C:21]2[CH:24]=[CH:25][C:18]([O:17][CH3:16])=[CH:19][CH:20]=2)=[C:10]([Cl:15])[CH:9]=1, predict the reactants needed to synthesize it. The reactants are: C(=O)([O-])[O-].[K+].[K+].[Br:7][C:8]1[CH:13]=[CH:12][C:11]([OH:14])=[C:10]([Cl:15])[CH:9]=1.[CH3:16][O:17][C:18]1[CH:25]=[CH:24][C:21]([CH2:22]Br)=[CH:20][CH:19]=1. (2) Given the product [F:1][C:2]1[CH:21]=[CH:20][C:5]([CH2:6][NH:7][C:8]([C:10]2[N:15]=[CH:14][N:13]=[C:12]([C:16]([OH:18])=[O:17])[CH:11]=2)=[O:9])=[CH:4][C:3]=1[CH3:22], predict the reactants needed to synthesize it. The reactants are: [F:1][C:2]1[CH:21]=[CH:20][C:5]([CH2:6][NH:7][C:8]([C:10]2[N:15]=[CH:14][N:13]=[C:12]([C:16]([O:18]C)=[O:17])[CH:11]=2)=[O:9])=[CH:4][C:3]=1[CH3:22].[OH-].[Na+].